Dataset: Reaction yield outcomes from USPTO patents with 853,638 reactions. Task: Predict the reaction yield, written as a fraction of the theoretical maximum amount of product (1.0 means a 100% yield; for example, 0.34 means a 34% yield). (1) The product is [CH2:52]([NH:59][C:49]([C:47]1[CH:48]=[C:38]2[N:37]=[C:36]([C:31]3[CH:32]=[CH:33][C:34]([Cl:35])=[C:29]([Cl:28])[CH:30]=3)[CH:41]=[C:40]([C:42]([F:45])([F:43])[F:44])[N:39]2[N:46]=1)=[O:50])[C:53]1[CH:58]=[CH:57][CH:56]=[CH:55][CH:54]=1. The reactants are F[P-](F)(F)(F)(F)F.N1(O[P+](N(C)C)(N(C)C)N(C)C)C2C=CC=CC=2N=N1.[Cl:28][C:29]1[CH:30]=[C:31]([C:36]2[CH:41]=[C:40]([C:42]([F:45])([F:44])[F:43])[N:39]3[N:46]=[C:47]([C:49](O)=[O:50])[CH:48]=[C:38]3[N:37]=2)[CH:32]=[CH:33][C:34]=1[Cl:35].[CH2:52]([NH2:59])[C:53]1[CH:58]=[CH:57][CH:56]=[CH:55][CH:54]=1.C(N(CC)CC)C. The catalyst is O1CCCC1.C(OCC)C. The yield is 0.890. (2) The reactants are Cl.Cl.[S:3]1[CH2:8][CH2:7][N:6]([C:9]2[CH:10]=[C:11]([CH2:15][NH2:16])[CH:12]=[CH:13][CH:14]=2)[CH2:5][CH2:4]1.[F:17][C:18]1[CH:28]=[CH:27][CH:26]=[CH:25][C:19]=1[CH:20]=[CH:21][C:22](O)=[O:23].CCN=C=NCCCN(C)C.Cl. The catalyst is C(Cl)Cl. The product is [F:17][C:18]1[CH:28]=[CH:27][CH:26]=[CH:25][C:19]=1/[CH:20]=[CH:21]/[C:22]([NH:16][CH2:15][C:11]1[CH:12]=[CH:13][CH:14]=[C:9]([N:6]2[CH2:5][CH2:4][S:3][CH2:8][CH2:7]2)[CH:10]=1)=[O:23]. The yield is 0.610. (3) The product is [CH3:37][C:23]1[C:18]([C:16]([NH:15][C:11]2[CH:12]=[CH:13][CH:14]=[C:9]([O:8][C:5]3[CH:6]=[N:7][C:2]([NH:1][S:31]([C:28]4[CH:29]=[CH:30][C:25]([CH3:35])=[CH:26][CH:27]=4)(=[O:33])=[O:32])=[CH:3][CH:4]=3)[CH:10]=2)=[O:17])=[N:19][CH:20]=[CH:21][CH:22]=1. No catalyst specified. The yield is 0.990. The reactants are [NH2:1][C:2]1[N:7]=[CH:6][C:5]([O:8][C:9]2[CH:10]=[C:11]([NH:15][C:16]([C:18]3[CH:23]=[CH:22][CH:21]=[C:20](C)[N:19]=3)=[O:17])[CH:12]=[CH:13][CH:14]=2)=[CH:4][CH:3]=1.[C:25]1([CH3:35])[CH:30]=[CH:29][C:28]([S:31](Cl)(=[O:33])=[O:32])=[CH:27][CH:26]=1.N1C=CC=C[CH:37]=1. (4) The reactants are [Cl:1][C:2]1[C:3]([N:8]2[CH2:13][CH2:12][NH:11][CH2:10][CH2:9]2)=[N:4][CH:5]=[CH:6][N:7]=1.[CH3:14][N:15]1[CH:19]=[C:18]([CH:20]=O)[CH:17]=[N:16]1.C(O[BH-](OC(=O)C)OC(=O)C)(=O)C.[Na+]. The catalyst is O1CCCC1. The product is [Cl:1][C:2]1[C:3]([N:8]2[CH2:9][CH2:10][N:11]([CH2:20][C:18]3[CH:17]=[N:16][N:15]([CH3:14])[CH:19]=3)[CH2:12][CH2:13]2)=[N:4][CH:5]=[CH:6][N:7]=1. The yield is 0.920. (5) The reactants are [H-].[Na+].[F:3][C:4]1[CH:11]=[CH:10][C:7]([CH2:8][OH:9])=[CH:6][CH:5]=1.Cl[C:13]1[N:14]=[C:15]([OH:29])[C:16]2[CH:22]=[CH:21][N:20]=[C:19]([C:23]3[N:24]=[CH:25][N:26]([CH3:28])[CH:27]=3)[C:17]=2[N:18]=1. The catalyst is O1CCOCC1. The product is [F:3][C:4]1[CH:11]=[CH:10][C:7]([CH2:8][O:9][C:13]2[N:14]=[C:15]([OH:29])[C:16]3[CH:22]=[CH:21][N:20]=[C:19]([C:23]4[N:24]=[CH:25][N:26]([CH3:28])[CH:27]=4)[C:17]=3[N:18]=2)=[CH:6][CH:5]=1. The yield is 0.350.